This data is from Catalyst prediction with 721,799 reactions and 888 catalyst types from USPTO. The task is: Predict which catalyst facilitates the given reaction. (1) Reactant: Cl[C:2]1[C:11]2[C:6](=[CH:7][C:8]([O:14][CH3:15])=[C:9]([O:12][CH3:13])[CH:10]=2)[N:5]=[CH:4][C:3]=1[C:16]([NH2:18])=[O:17].C[N:20]([CH:22]=O)C. Product: [CH3:13][O:12][C:9]1[CH:10]=[C:11]2[C:6](=[CH:7][C:8]=1[O:14][CH3:15])[N:5]=[CH:4][C:3]([C:16]([NH2:18])=[O:17])=[C:2]2[NH:20][C:22]1[CH:4]=[CH:3][CH:2]=[CH:11][C:10]=1[CH2:9][CH2:8][CH3:7]. The catalyst class is: 15. (2) Reactant: [Cl:1][CH2:2][C:3]1[C:12]2[C:7](=[CH:8][CH:9]=[CH:10][CH:11]=2)[CH:6]=[C:5]([CH3:13])[N:4]=1.ClC1C=C(C=CC=1)C(OO)=[O:19]. Product: [Cl:1][CH2:2][C:3]1[C:12]2[C:7](=[CH:8][CH:9]=[CH:10][CH:11]=2)[CH:6]=[C:5]([CH3:13])[N+:4]=1[O-:19]. The catalyst class is: 2. (3) Reactant: [CH2:1]([O:8][C:9]([N:11]1[CH2:16][CH:15]=[N:14][C:13]2[CH2:17][NH:18][CH:19]([C:21]([OH:23])=[O:22])[CH2:20][C:12]1=2)=[O:10])[C:2]1[CH:7]=[CH:6][CH:5]=[CH:4][CH:3]=1.[CH2:24]=[C:25]([CH3:27])[CH3:26].S(=O)(=O)(O)O. Product: [CH2:1]([O:8][C:9]([N:11]1[CH2:16][CH:15]=[N:14][C:13]2[CH2:17][NH:18][CH:19]([C:21]([O:23][C:25]([CH3:27])([CH3:26])[CH3:24])=[O:22])[CH2:20][C:12]1=2)=[O:10])[C:2]1[CH:7]=[CH:6][CH:5]=[CH:4][CH:3]=1. The catalyst class is: 4. (4) Reactant: Cl[C:2]1[CH:3]=[C:4]([NH:24][CH2:25][C:26]([OH:29])([CH3:28])[CH3:27])[C:5]2[N:6]([C:8]([C:11]3[CH:22]=[CH:21][C:14]([C:15]([NH:17][CH:18]4[CH2:20][CH2:19]4)=[O:16])=[C:13]([CH3:23])[CH:12]=3)=[CH:9][N:10]=2)[N:7]=1.[CH3:30][S-:31].[Na+].O. Product: [CH:18]1([NH:17][C:15](=[O:16])[C:14]2[CH:21]=[CH:22][C:11]([C:8]3[N:6]4[N:7]=[C:2]([S:31][CH3:30])[CH:3]=[C:4]([NH:24][CH2:25][C:26]([OH:29])([CH3:28])[CH3:27])[C:5]4=[N:10][CH:9]=3)=[CH:12][C:13]=2[CH3:23])[CH2:20][CH2:19]1. The catalyst class is: 16. (5) Reactant: [C:1]1([CH:7]2[CH2:12][CH2:11][O:10][C:9]3=[N:13][C:14]([NH2:16])=[N:15][N:8]23)[CH:6]=[CH:5][CH:4]=[CH:3][CH:2]=1.Br[C:18]1[CH:23]=[CH:22][C:21]([N:24]2[CH:28]=[C:27]([CH3:29])[N:26]=[CH:25]2)=[C:20]([O:30][CH3:31])[CH:19]=1.C(Cl)Cl. Product: [CH3:31][O:30][C:20]1[CH:19]=[C:18]([NH:16][C:14]2[N:13]=[C:9]3[O:10][CH2:11][CH2:12][CH:7]([C:1]4[CH:2]=[CH:3][CH:4]=[CH:5][CH:6]=4)[N:8]3[N:15]=2)[CH:23]=[CH:22][C:21]=1[N:24]1[CH:28]=[C:27]([CH3:29])[N:26]=[CH:25]1. The catalyst class is: 61. (6) The catalyst class is: 7. Reactant: C[O:2]C(=O)C1C=CC=C(O)C=1.[C:12]1([P:18]([C:25]2[CH:30]=[CH:29][CH:28]=[CH:27][CH:26]=2)[C:19]2[CH:24]=[CH:23][CH:22]=[CH:21][CH:20]=2)[CH:17]=[CH:16][CH:15]=[CH:14][CH:13]=1.CCOC(/N=N/C(OCC)=O)=O. Product: [C:25]1([P:18](=[O:2])([C:12]2[CH:13]=[CH:14][CH:15]=[CH:16][CH:17]=2)[C:19]2[CH:24]=[CH:23][CH:22]=[CH:21][CH:20]=2)[CH:26]=[CH:27][CH:28]=[CH:29][CH:30]=1. (7) The catalyst class is: 28. Reactant: [CH:1](OC)(OC)[O:2]C.[CH3:8][O:9][C:10]1[CH:16]=[C:15]([OH:17])[CH:14]=[CH:13][C:11]=1[OH:12].[Cl-].[Al+3].[Cl-].[Cl-].Cl. Product: [OH:17][C:15]1[CH:16]=[C:10]([O:9][CH3:8])[C:11]([OH:12])=[CH:13][C:14]=1[CH:1]=[O:2].